From a dataset of Catalyst prediction with 721,799 reactions and 888 catalyst types from USPTO. Predict which catalyst facilitates the given reaction. (1) Reactant: [Cl:1][C:2]1[CH:7]=[CH:6][C:5]([C@H:8](/[N:11]=[C:12](/[C:14]2[CH:18]=[CH:17][N:16]([S:19]([C:22]3[CH:27]=[CH:26][C:25]([CH3:28])=[CH:24][CH:23]=3)(=[O:21])=[O:20])[CH:15]=2)\[CH3:13])[CH2:9][CH3:10])=[C:4]([F:29])[C:3]=1[O:30][C:31]1[CH:36]=[CH:35][CH:34]=[CH:33][CH:32]=1.[BH4-].[Na+]. Product: [Cl:1][C:2]1[CH:7]=[CH:6][C:5]([C@H:8]([NH:11][C@@H:12]([C:14]2[CH:18]=[CH:17][N:16]([S:19]([C:22]3[CH:27]=[CH:26][C:25]([CH3:28])=[CH:24][CH:23]=3)(=[O:21])=[O:20])[CH:15]=2)[CH3:13])[CH2:9][CH3:10])=[C:4]([F:29])[C:3]=1[O:30][C:31]1[CH:32]=[CH:33][CH:34]=[CH:35][CH:36]=1. The catalyst class is: 5. (2) Reactant: [F:1][C:2]([F:25])([F:24])[C:3]1[CH:4]=[C:5]([C:9]2[N:10]=[C:11]([CH2:14][NH:15][NH:16][C:17](OC(C)(C)C)=O)[S:12][CH:13]=2)[CH:6]=[CH:7][CH:8]=1.CN(C=[C:30]([C:36](=O)[C:37]([F:40])([F:39])[F:38])[C:31]([O:33][CH2:34][CH3:35])=[O:32])C.C(N(CC)CC)C. Product: [F:38][C:37]([F:39])([F:40])[C:36]1[N:15]([CH2:14][C:11]2[S:12][CH:13]=[C:9]([C:5]3[CH:6]=[CH:7][CH:8]=[C:3]([C:2]([F:1])([F:24])[F:25])[CH:4]=3)[N:10]=2)[N:16]=[CH:17][C:30]=1[C:31]([O:33][CH2:34][CH3:35])=[O:32]. The catalyst class is: 8. (3) The catalyst class is: 2. Product: [Si:31]([O:1][C@@H:2]1[CH2:7][CH2:6][C@H:5]([NH:8][C:9](=[O:18])[O:10][CH2:11][C:12]2[CH:13]=[CH:14][CH:15]=[CH:16][CH:17]=2)[C@H:4](/[CH:19]=[CH:20]\[CH3:21])[CH2:3]1)([C:27]([CH3:30])([CH3:29])[CH3:28])([CH3:33])[CH3:32]. Reactant: [OH:1][C@@H:2]1[CH2:7][CH2:6][C@H:5]([NH:8][C:9](=[O:18])[O:10][CH2:11][C:12]2[CH:17]=[CH:16][CH:15]=[CH:14][CH:13]=2)[C@H:4](/[CH:19]=[CH:20]\[CH3:21])[CH2:3]1.N1C=CN=C1.[C:27]([Si:31](Cl)([CH3:33])[CH3:32])([CH3:30])([CH3:29])[CH3:28]. (4) Reactant: [CH2:1]([N:8]1[C:12](=[O:13])[N:11]([C:14]2[CH:15]=[N:16][N:17]([CH2:19][C:20]3[C:21]([CH3:26])=[N:22][O:23][C:24]=3[CH3:25])[CH:18]=2)[C:10](=[O:27])[NH:9]1)[C:2]1[CH:7]=[CH:6][CH:5]=[CH:4][CH:3]=1.Br[CH2:29][CH3:30].C(=O)([O-])[O-].[Cs+].[Cs+]. Product: [CH2:1]([N:8]1[C:12](=[O:13])[N:11]([C:14]2[CH:15]=[N:16][N:17]([CH2:19][C:20]3[C:21]([CH3:26])=[N:22][O:23][C:24]=3[CH3:25])[CH:18]=2)[C:10](=[O:27])[N:9]1[CH2:29][CH3:30])[C:2]1[CH:3]=[CH:4][CH:5]=[CH:6][CH:7]=1. The catalyst class is: 163. (5) Reactant: [N+:1]([C:4]1[CH:5]=[CH:6][CH:7]=[C:8]2[C:12]=1[NH:11][C:10]([C:13]([O:15]CC)=[O:14])=[CH:9]2)([O-:3])=[O:2].O.[OH-].[Li+].Cl. Product: [N+:1]([C:4]1[CH:5]=[CH:6][CH:7]=[C:8]2[C:12]=1[NH:11][C:10]([C:13]([OH:15])=[O:14])=[CH:9]2)([O-:3])=[O:2]. The catalyst class is: 30. (6) Reactant: [C:1]([O:5][C:6](=[O:19])[NH:7][C:8]1([C:12]2[CH:17]=[CH:16][C:15](Br)=[CH:14][CH:13]=2)[CH2:11][CH2:10][CH2:9]1)([CH3:4])([CH3:3])[CH3:2].[B:20]1([B:20]2[O:24][C:23]([CH3:26])([CH3:25])[C:22]([CH3:28])([CH3:27])[O:21]2)[O:24][C:23]([CH3:26])([CH3:25])[C:22]([CH3:28])([CH3:27])[O:21]1.C([O-])(=O)C.[K+]. Product: [C:1]([O:5][C:6](=[O:19])[NH:7][C:8]1([C:12]2[CH:17]=[CH:16][C:15]([B:20]3[O:24][C:23]([CH3:26])([CH3:25])[C:22]([CH3:28])([CH3:27])[O:21]3)=[CH:14][CH:13]=2)[CH2:11][CH2:10][CH2:9]1)([CH3:4])([CH3:3])[CH3:2]. The catalyst class is: 450.